From a dataset of Forward reaction prediction with 1.9M reactions from USPTO patents (1976-2016). Predict the product of the given reaction. (1) Given the reactants [Cl:1][C:2]1[CH:3]=[C:4]([NH:10][C:11]2[CH:20]=[CH:19][C:14]([C:15]([O:17]C)=[O:16])=[CH:13][N:12]=2)[C:5](=[O:9])[N:6]([CH3:8])[N:7]=1.[OH-].[Li+].C(OCC)(=O)C.[Cl-].[NH4+], predict the reaction product. The product is: [Cl:1][C:2]1[CH:3]=[C:4]([NH:10][C:11]2[CH:20]=[CH:19][C:14]([C:15]([OH:17])=[O:16])=[CH:13][N:12]=2)[C:5](=[O:9])[N:6]([CH3:8])[N:7]=1. (2) Given the reactants C([O:5][C:6](=[O:21])[CH2:7][N:8]1[C:16]2[CH2:15][CH2:14][CH2:13][CH2:12][C:11]=2[C:10]([C:17]([F:20])([F:19])[F:18])=[N:9]1)(C)(C)C, predict the reaction product. The product is: [F:20][C:17]([F:18])([F:19])[C:10]1[C:11]2[CH2:12][CH2:13][CH2:14][CH2:15][C:16]=2[N:8]([CH2:7][C:6]([OH:21])=[O:5])[N:9]=1. (3) The product is: [F:44][C:45]1[CH:46]=[C:47](/[CH:57]=[CH:58]/[C:59]([NH:34][NH:33][C:31](=[O:32])[CH:30]([C:35]2[CH:36]=[C:37]([F:43])[C:38]([F:42])=[C:39]([F:41])[CH:40]=2)[CH2:29][CH2:28][CH2:27][Cl:26])=[O:60])[CH:48]=[CH:49][C:50]=1[N:51]1[CH:55]=[C:54]([CH3:56])[N:53]=[CH:52]1. Given the reactants C(N(C(C)C)CC)(C)C.C1N(P(Cl)(N2C(=O)OCC2)=O)C(=O)OC1.Cl.[Cl:26][CH2:27][CH2:28][CH2:29][CH:30]([C:35]1[CH:40]=[C:39]([F:41])[C:38]([F:42])=[C:37]([F:43])[CH:36]=1)[C:31]([NH:33][NH2:34])=[O:32].[F:44][C:45]1[CH:46]=[C:47](/[CH:57]=[CH:58]/[C:59](O)=[O:60])[CH:48]=[CH:49][C:50]=1[N:51]1[CH:55]=[C:54]([CH3:56])[N:53]=[CH:52]1.O.C(=O)(O)[O-].[Na+], predict the reaction product. (4) Given the reactants [CH3:1][C:2]1[S:10][C:9]2[CH2:8][CH2:7][N:6]=[C:5]([CH3:11])[C:4]=2[CH:3]=1.C(O[BH-](OC(=O)C)OC(=O)C)(=O)C.[Na+], predict the reaction product. The product is: [CH3:1][C:2]1[S:10][C:9]2[CH2:8][CH2:7][NH:6][CH:5]([CH3:11])[C:4]=2[CH:3]=1. (5) Given the reactants [F:1][C:2]([C:5]1[CH:10]=[CH:9][C:8]([C:11]2[C:16]3=[N:17][S:18](=[O:22])(=[O:21])[CH2:19][CH2:20][N:15]3[CH:14]=[CH:13][CH:12]=2)=[CH:7][CH:6]=1)([F:4])[CH3:3], predict the reaction product. The product is: [F:4][C:2]([C:5]1[CH:6]=[CH:7][C:8]([CH:11]2[C:16]3=[N:17][S:18](=[O:22])(=[O:21])[CH2:19][CH2:20][N:15]3[CH2:14][CH2:13][CH2:12]2)=[CH:9][CH:10]=1)([F:1])[CH3:3]. (6) The product is: [Cl:1][C:2]1[CH:3]=[C:4]([NH:9][C:10]2[C:19]3[C:14](=[CH:15][C:16]([O:23][CH2:24][CH2:25][CH2:26][N:27]4[CH2:28][CH2:29][O:30][CH2:31][CH2:32]4)=[C:17]([NH2:20])[CH:18]=3)[N:13]=[CH:12][N:11]=2)[CH:5]=[CH:6][C:7]=1[F:8]. Given the reactants [Cl:1][C:2]1[CH:3]=[C:4]([NH:9][C:10]2[C:19]3[C:14](=[CH:15][C:16]([O:23][CH2:24][CH2:25][CH2:26][N:27]4[CH2:32][CH2:31][O:30][CH2:29][CH2:28]4)=[C:17]([N+:20]([O-])=O)[CH:18]=3)[N:13]=[CH:12][N:11]=2)[CH:5]=[CH:6][C:7]=1[F:8], predict the reaction product.